Dataset: Catalyst prediction with 721,799 reactions and 888 catalyst types from USPTO. Task: Predict which catalyst facilitates the given reaction. (1) Reactant: [F:1][C:2]1[CH:7]=[CH:6][C:5]([F:8])=[CH:4][C:3]=1[C:9]1[CH2:13][N:12]([C:14]([N:16]([CH3:18])[CH3:17])=[O:15])[C:11]([CH2:25][CH2:26][C:27]([O:29]C)=[O:28])([C:19]2[CH:24]=[CH:23][CH:22]=[CH:21][CH:20]=2)[CH:10]=1.[OH-].[Na+]. Product: [F:1][C:2]1[CH:7]=[CH:6][C:5]([F:8])=[CH:4][C:3]=1[C:9]1[CH2:13][N:12]([C:14]([N:16]([CH3:17])[CH3:18])=[O:15])[C:11]([CH2:25][CH2:26][C:27]([OH:29])=[O:28])([C:19]2[CH:24]=[CH:23][CH:22]=[CH:21][CH:20]=2)[CH:10]=1. The catalyst class is: 87. (2) Reactant: [F:1][C:2]1[CH:3]=[C:4]([C@H:10]([NH2:13])[CH:11]=[CH2:12])[CH:5]=[C:6]([CH2:8][F:9])[CH:7]=1.[CH3:14][C:15]([O:18][C:19](O[C:19]([O:18][C:15]([CH3:17])([CH3:16])[CH3:14])=[O:20])=[O:20])([CH3:17])[CH3:16]. Product: [F:1][C:2]1[CH:3]=[C:4]([C@H:10]([NH:13][C:19](=[O:20])[O:18][C:15]([CH3:17])([CH3:16])[CH3:14])[CH:11]=[CH2:12])[CH:5]=[C:6]([CH2:8][F:9])[CH:7]=1. The catalyst class is: 2.